Dataset: Catalyst prediction with 721,799 reactions and 888 catalyst types from USPTO. Task: Predict which catalyst facilitates the given reaction. Reactant: [CH3:1][N:2]1[CH2:7][CH2:6][N:5]2[N:8]=[C:9]([N+:11]([O-])=O)[CH:10]=[C:4]2[CH2:3]1. Product: [CH3:1][N:2]1[CH2:7][CH2:6][N:5]2[N:8]=[C:9]([NH2:11])[CH:10]=[C:4]2[CH2:3]1. The catalyst class is: 8.